Dataset: Full USPTO retrosynthesis dataset with 1.9M reactions from patents (1976-2016). Task: Predict the reactants needed to synthesize the given product. Given the product [F:30][C:31]1[CH:32]=[C:33]([S:38]([NH:1][C:2]2[CH:7]=[CH:6][C:5]([NH:8][C:9]3[C:18]4[CH2:17][N:16]([CH2:19][C:20]5[CH:25]=[CH:24][C:23]([O:26][CH3:27])=[CH:22][CH:21]=5)[C:15](=[O:28])[NH:14][C:13]=4[N:12]=[CH:11][CH:10]=3)=[CH:4][CH:3]=2)(=[O:40])=[O:39])[CH:34]=[CH:35][C:36]=1[F:37], predict the reactants needed to synthesize it. The reactants are: [NH2:1][C:2](=C)/[CH:3]=[CH:4]/[C:5](/[NH:8][C:9]1[C:18]2[CH2:17][N:16]([CH2:19][C:20]3[CH:25]=[CH:24][C:23]([O:26][CH3:27])=[CH:22][CH:21]=3)[C:15](=[O:28])[NH:14][C:13]=2[N:12]=[CH:11][CH:10]=1)=[CH:6]/[CH3:7].[F:30][C:31]1[CH:32]=[C:33]([S:38](Cl)(=[O:40])=[O:39])[CH:34]=[CH:35][C:36]=1[F:37].